From a dataset of Peptide-MHC class I binding affinity with 185,985 pairs from IEDB/IMGT. Regression. Given a peptide amino acid sequence and an MHC pseudo amino acid sequence, predict their binding affinity value. This is MHC class I binding data. (1) The peptide sequence is SPRLKAICI. The MHC is HLA-B54:01 with pseudo-sequence HLA-B54:01. The binding affinity (normalized) is 0.0641. (2) The peptide sequence is YTAVVPLVY. The MHC is HLA-B45:01 with pseudo-sequence HLA-B45:01. The binding affinity (normalized) is 0. (3) The peptide sequence is EIIPKIKAY. The MHC is HLA-B08:01 with pseudo-sequence HLA-B08:01. The binding affinity (normalized) is 0.0847. (4) The peptide sequence is VATAHGSTL. The MHC is HLA-B07:02 with pseudo-sequence HLA-B07:02. The binding affinity (normalized) is 0. (5) The peptide sequence is KQWFLDLPL. The MHC is HLA-A32:01 with pseudo-sequence HLA-A32:01. The binding affinity (normalized) is 0.761. (6) The peptide sequence is GLNISGYNY. The MHC is HLA-A32:01 with pseudo-sequence HLA-A32:01. The binding affinity (normalized) is 0.102.